Predict the product of the given reaction. From a dataset of Forward reaction prediction with 1.9M reactions from USPTO patents (1976-2016). (1) Given the reactants Cl[C:2]1[CH:7]=[C:6]([N+:8]([O-:10])=[O:9])[CH:5]=[CH:4][C:3]=1[C:11](=[O:13])C.[ClH:14].[CH3:15][OH:16], predict the reaction product. The product is: [CH3:15][O:16][C:7]1[CH:2]=[C:3]([CH:4]=[CH:5][C:6]=1[N+:8]([O-:10])=[O:9])[C:11]([Cl:14])=[O:13]. (2) The product is: [C:13]([C:12]1[C:2]([N:15]2[CH2:20][CH2:19][CH:18]([CH2:21][C:22]([OH:24])=[O:23])[CH2:17][CH2:16]2)=[N:3][C:4]([CH3:25])=[C:5]([C:6]([O:8][CH2:9][CH3:10])=[O:7])[CH:11]=1)#[N:14]. Given the reactants Cl[C:2]1[C:12]([C:13]#[N:14])=[CH:11][C:5]([C:6]([O:8][CH2:9][CH3:10])=[O:7])=[CH:4][N:3]=1.[NH:15]1[CH2:20][CH2:19][CH:18]([CH2:21][C:22]([OH:24])=[O:23])[CH2:17][CH2:16]1.[CH3:25]CN(C(C)C)C(C)C, predict the reaction product. (3) Given the reactants [CH:1]1[CH:2]=[CH:3][C:4]2[NH:11][C:9](=[O:10])[CH:8]=[C:7]([CH2:12][CH:13]([NH:17][C:18]([C:20]3[CH:21]=[CH:22][C:23]([Cl:26])=[CH:24][CH:25]=3)=[O:19])[C:14]([OH:16])=[O:15])[C:5]=2[CH:6]=1.[CH2:27]([N:34]1[CH2:39][CH2:38][N:37]([CH2:40][CH2:41]Cl)[CH2:36][CH2:35]1)[C:28]1[CH:33]=[CH:32][CH:31]=[CH:30][CH:29]=1, predict the reaction product. The product is: [Cl:26][C:23]1[CH:24]=[CH:25][C:20]([C:18]([NH:17][CH:13]([CH2:12][C:7]2[C:5]3[C:4](=[CH:3][CH:2]=[CH:1][CH:6]=3)[NH:11][C:9](=[O:10])[CH:8]=2)[C:14]([O:16][CH2:41][CH2:40][N:37]2[CH2:38][CH2:39][N:34]([CH2:27][C:28]3[CH:33]=[CH:32][CH:31]=[CH:30][CH:29]=3)[CH2:35][CH2:36]2)=[O:15])=[O:19])=[CH:21][CH:22]=1. (4) Given the reactants [CH3:1][O:2][C:3]1([O:11][CH3:12])[CH2:6][CH:5]([C:7](OC)=[O:8])[CH2:4]1.[H-].[Al+3].[Li+].[H-].[H-].[H-], predict the reaction product. The product is: [CH3:1][O:2][C:3]1([O:11][CH3:12])[CH2:6][CH:5]([CH2:7][OH:8])[CH2:4]1. (5) Given the reactants [Br:1][C:2]1[CH:3]=[C:4]2[C:9](Cl)=[C:8]([C:11]([NH2:13])=[O:12])[CH:7]=[N:6][N:5]2[CH:14]=1.Cl.[F:16][C:17]1([C@H:20]([NH2:22])[CH3:21])[CH2:19][CH2:18]1.FC1([C@H](NC2C3N(C=CC=3)N=CC=2C(N)=O)C)CC1.C(N(C(C)C)CC)(C)C, predict the reaction product. The product is: [Br:1][C:2]1[CH:3]=[C:4]2[C:9]([NH:22][C@@H:20]([C:17]3([F:16])[CH2:19][CH2:18]3)[CH3:21])=[C:8]([C:11]([NH2:13])=[O:12])[CH:7]=[N:6][N:5]2[CH:14]=1. (6) Given the reactants Br[C:2]1[CH:3]=[C:4]([N:22]([CH2:29][CH2:30][CH3:31])[CH:23]2[CH2:28][CH2:27][O:26][CH2:25][CH2:24]2)[C:5]([CH3:21])=[C:6]([CH:20]=1)[C:7]([NH:9][CH2:10][C:11]1[C:12](=[O:19])[NH:13][C:14]([CH3:18])=[CH:15][C:16]=1[CH3:17])=[O:8].CC1(C)C(C)(C)OB([C:40]2[CH:52]=[CH:51][C:43]([CH2:44][N:45]3[CH2:50][CH2:49][O:48][CH2:47][CH2:46]3)=[CH:42][CH:41]=2)O1.C([O-])([O-])=O.[Na+].[Na+], predict the reaction product. The product is: [CH3:17][C:16]1[CH:15]=[C:14]([CH3:18])[NH:13][C:12](=[O:19])[C:11]=1[CH2:10][NH:9][C:7]([C:6]1[CH:20]=[C:2]([C:40]2[CH:41]=[CH:42][C:43]([CH2:44][N:45]3[CH2:50][CH2:49][O:48][CH2:47][CH2:46]3)=[CH:51][CH:52]=2)[CH:3]=[C:4]([N:22]([CH2:29][CH2:30][CH3:31])[CH:23]2[CH2:28][CH2:27][O:26][CH2:25][CH2:24]2)[C:5]=1[CH3:21])=[O:8].